This data is from CYP3A4 inhibition data for predicting drug metabolism from PubChem BioAssay. The task is: Regression/Classification. Given a drug SMILES string, predict its absorption, distribution, metabolism, or excretion properties. Task type varies by dataset: regression for continuous measurements (e.g., permeability, clearance, half-life) or binary classification for categorical outcomes (e.g., BBB penetration, CYP inhibition). Dataset: cyp3a4_veith. (1) The drug is Cc1nc2nc[nH]n2c(=O)c1NC(=O)CC12CC3CC(CC(C3)C1)C2. The result is 0 (non-inhibitor). (2) The molecule is COc1ccc(/C(C)=N/NC(=O)c2ccc(N(C)C)cc2)cc1. The result is 0 (non-inhibitor).